This data is from Forward reaction prediction with 1.9M reactions from USPTO patents (1976-2016). The task is: Predict the product of the given reaction. Given the reactants Cl.Cl.Cl.Cl.[CH3:5][O:6][C:7]([C:9]1[C:17]2[N:16]([C:18]3[CH:23]=[CH:22][CH:21]=[CH:20][CH:19]=3)[C:15]([C@@H:24]([NH2:26])[CH3:25])=[N:14][C:13]=2[CH:12]=[CH:11][C:10]=1[F:27])=[O:8].Cl[C:29]1[N:37]=[CH:36][N:35]=[C:34]2[C:30]=1[N:31]=[CH:32][N:33]2[CH:38]1[CH2:43][CH2:42][CH2:41][CH2:40][O:39]1.CCN(C(C)C)C(C)C, predict the reaction product. The product is: [CH3:5][O:6][C:7]([C:9]1[C:17]2[N:16]([C:18]3[CH:23]=[CH:22][CH:21]=[CH:20][CH:19]=3)[C:15]([C@@H:24]([NH:26][C:29]3[N:37]=[CH:36][N:35]=[C:34]4[C:30]=3[N:31]=[CH:32][N:33]4[CH:38]3[CH2:43][CH2:42][CH2:41][CH2:40][O:39]3)[CH3:25])=[N:14][C:13]=2[CH:12]=[CH:11][C:10]=1[F:27])=[O:8].